The task is: Regression. Given a target protein amino acid sequence and a drug SMILES string, predict the binding affinity score between them. We predict pIC50 (pIC50 = -log10(IC50 in M); higher means more potent). Dataset: bindingdb_ic50.. This data is from Drug-target binding data from BindingDB using IC50 measurements. (1) The compound is Cc1noc(C)c1-c1ccc2nc(N(C)C)n3c2c1OCC3c1ccccc1. The target protein sequence is ETSNPNKPKRQTNQLQYLLRVVLKTLWKHQFAWPFQQPVDAVKLNLPDYYKIIKTPMDMGTIKKRLENNYYWNAQECIQDFNTMFTNCYIYNKPGDDIVLMAEALEKLFLQKINELPTEETE. The pIC50 is 7.0. (2) The drug is CCCCCCCCCCCCCC(=O)CSCCNC(=O)CCNC(=O)C(O)C(C)(C)COP(=O)(O)OP(=O)(O)OC[C@H]1O[C@@H](n2cnc3c(N)ncnc32)[C@H](O)[C@@H]1OP(=O)(O)O. The target protein (P14743) has sequence MSEEDKAKKLENLLKLLQLNNDDTSKFTQEQKKAMKDHKFWRTQPVKDFDEKVVEEGPIDKPKTPEDISDKPLPLLSSFEWCSIDVDNKKQLEDVFVLLNENYVEDRDAGFRFNYTKEFFNWALKSPGWKKDWHIGVRVKETQKLVAFISAIPVTLGVRGKQVPSVEINFLCVHKQLRSKRLTPVLIKEITRRVNKCDIWHALYTAGIVLPAPVSTCRYTHRPLNWKKLYEVDFTGLPDGHTEEDMIAENALPAKTKTAGLRKLKKEDIDQVFELFKRYQSRFELIQIFTKEEFEHNFIGEESLPLDKQVIFSYVVEQPDGKITDFFSFYSLPFTILNNTKYKDLGIGYLYYYATDADFQFKDRFDPKATKALKTRLCELIYDACILAKNANMDVFNALTSQDNTLFLDDLKFGPGDGFLNFYLFNYRAKPITGGLNPDNSNDIKRRSNVGVVML. The pIC50 is 7.3.